From a dataset of Retrosynthesis with 50K atom-mapped reactions and 10 reaction types from USPTO. Predict the reactants needed to synthesize the given product. (1) Given the product O=C(O)Cn1c(CCc2ccccc2)ccc(NC(=O)OCc2ccccc2)c1=O, predict the reactants needed to synthesize it. The reactants are: CC(C)(C)OC(=O)Cn1c(CCc2ccccc2)ccc(NC(=O)OCc2ccccc2)c1=O. (2) Given the product CC1CCN(C(=O)n2c(=O)oc3cc(Br)cnc32)CC1, predict the reactants needed to synthesize it. The reactants are: CC1CCN(C(=O)Cl)CC1.O=c1[nH]c2ncc(Br)cc2o1. (3) Given the product COC(=O)c1ccc(C)cc1, predict the reactants needed to synthesize it. The reactants are: CO.Cc1ccc(C(=O)Cl)cc1. (4) Given the product O=C(O)CC1(c2ccc(OCc3ccc(F)c(OC(F)(F)F)c3)cc2)COC1, predict the reactants needed to synthesize it. The reactants are: CCOC(=O)CC1(c2ccc(OCc3ccc(F)c(OC(F)(F)F)c3)cc2)COC1. (5) Given the product COc1cc(CO)ccc1C(C)(C)C, predict the reactants needed to synthesize it. The reactants are: COc1cc(C(=O)O)ccc1C(C)(C)C. (6) Given the product O=C(O)Cc1nc(-c2ccncc2)n[nH]1, predict the reactants needed to synthesize it. The reactants are: CCOC(=O)Cc1nc(-c2ccncc2)n[nH]1. (7) Given the product O=C1C[C@@H](C(=O)N2CCC[C@@H]2C(=O)NC[C@H]2CCCN(CC3CCCCC3)C2)N(C(=O)CC(c2ccccc2)(c2ccccc2)c2ccccc2)C1, predict the reactants needed to synthesize it. The reactants are: O=C(NC[C@H]1CCCN(CC2CCCCC2)C1)[C@H]1CCCN1C(=O)[C@@H]1C[C@@H](O)CN1C(=O)CC(c1ccccc1)(c1ccccc1)c1ccccc1.